From a dataset of Catalyst prediction with 721,799 reactions and 888 catalyst types from USPTO. Predict which catalyst facilitates the given reaction. (1) Reactant: C(OC([NH:7][N:8]([CH2:16][C@@H:17]1[CH:21]=[CH:20][CH2:19][N:18]1[C:22](=[O:29])[C:23]1[CH:28]=[CH:27][CH:26]=[CH:25][CH:24]=1)[C:9]([O:11][C:12]([CH3:15])([CH3:14])[CH3:13])=[O:10])=O)C=C.C1([SiH3])C=CC=CC=1. Product: [C:12]([O:11][C:9]([N:8]([CH2:16][C@@H:17]1[CH:21]=[CH:20][CH2:19][N:18]1[C:22](=[O:29])[C:23]1[CH:24]=[CH:25][CH:26]=[CH:27][CH:28]=1)[NH2:7])=[O:10])([CH3:15])([CH3:13])[CH3:14]. The catalyst class is: 668. (2) Reactant: [Cl:1][C:2]1[CH:7]=[CH:6][C:5]([S:8]([CH2:11][C:12]2[CH:17]=[C:16]([F:18])[CH:15]=[CH:14][C:13]=2[F:19])(=[O:10])=[O:9])=[CH:4][CH:3]=1.[C:20]1([CH:26](O)[CH3:27])[CH:25]=[CH:24][CH:23]=[CH:22][CH:21]=1.C(C=P(CCCC)(CCCC)CCCC)#N. Product: [Cl:1][C:2]1[CH:7]=[CH:6][C:5]([S:8]([CH:11]([C:12]2[CH:17]=[C:16]([F:18])[CH:15]=[CH:14][C:13]=2[F:19])[CH:26]([C:20]2[CH:25]=[CH:24][CH:23]=[CH:22][CH:21]=2)[CH3:27])(=[O:10])=[O:9])=[CH:4][CH:3]=1. The catalyst class is: 11. (3) Reactant: [F:1][C:2]1[CH:7]=[CH:6][CH:5]=[CH:4][C:3]=1[C:8]1[N:12]([S:13]([C:16]2[CH:21]=[CH:20][CH:19]=[C:18]([O:22][CH2:23][C:24]([NH:26][CH3:27])=[O:25])[CH:17]=2)(=[O:15])=[O:14])[CH:11]=[C:10]([CH2:28][N:29](C)[C:30](=O)OC(C)(C)C)[CH:9]=1.FC(F)(F)C(O)=O.C(=O)(O)[O-].[Na+]. Product: [F:1][C:2]1[CH:7]=[CH:6][CH:5]=[CH:4][C:3]=1[C:8]1[N:12]([S:13]([C:16]2[CH:17]=[C:18]([CH:19]=[CH:20][CH:21]=2)[O:22][CH2:23][C:24]([NH:26][CH3:27])=[O:25])(=[O:15])=[O:14])[CH:11]=[C:10]([CH2:28][NH:29][CH3:30])[CH:9]=1. The catalyst class is: 4. (4) Reactant: [Cl:1][C:2]1[CH:3]=[C:4]([O:9][C:10]2[CH:17]=[CH:16][C:13]([CH:14]=O)=[CH:12][CH:11]=2)[CH:5]=[CH:6][C:7]=1[CH3:8].[H-].[Na+].[CH2:20]1COCC1. Product: [Cl:1][C:2]1[CH:3]=[C:4]([O:9][C:10]2[CH:17]=[CH:16][C:13]([CH:14]=[CH2:20])=[CH:12][CH:11]=2)[CH:5]=[CH:6][C:7]=1[CH3:8]. The catalyst class is: 629. (5) Reactant: [CH2:1]([C:11]1[CH:16]=[CH:15][C:14]([C:17]([C:19]2[CH:24]=[CH:23][CH:22]=[CH:21][C:20]=2I)=[O:18])=[CH:13][CH:12]=1)[CH2:2][CH2:3][CH2:4][CH2:5][CH2:6][CH2:7][CH2:8][CH2:9][CH3:10].[B:26]1([B:26]2[O:30][C:29]([CH3:32])([CH3:31])[C:28]([CH3:34])([CH3:33])[O:27]2)[O:30][C:29]([CH3:32])([CH3:31])[C:28]([CH3:34])([CH3:33])[O:27]1.C([O-])(=O)C.[K+]. Product: [CH2:1]([C:11]1[CH:16]=[CH:15][C:14]([C:17]([C:19]2[CH:24]=[CH:23][CH:22]=[CH:21][C:20]=2[B:26]2[O:30][C:29]([CH3:32])([CH3:31])[C:28]([CH3:34])([CH3:33])[O:27]2)=[O:18])=[CH:13][CH:12]=1)[CH2:2][CH2:3][CH2:4][CH2:5][CH2:6][CH2:7][CH2:8][CH2:9][CH3:10]. The catalyst class is: 826. (6) Reactant: Cl.[Cl:2][C:3]1[CH:21]=[CH:20][CH:19]=[CH:18][C:4]=1[CH:5]([O:13][CH:14]1[CH2:17][NH:16][CH2:15]1)[C:6]1[CH:11]=[CH:10][C:9]([Cl:12])=[CH:8][CH:7]=1.[C:22]1([S:28]([N:31]=[C:32]=[O:33])(=[O:30])=[O:29])[CH:27]=[CH:26][CH:25]=[CH:24][CH:23]=1.C(=O)([O-])[O-]. Product: [Cl:2][C:3]1[CH:21]=[CH:20][CH:19]=[CH:18][C:4]=1[CH:5]([O:13][CH:14]1[CH2:17][N:16]([C:32]([NH:31][S:28]([C:22]2[CH:23]=[CH:24][CH:25]=[CH:26][CH:27]=2)(=[O:30])=[O:29])=[O:33])[CH2:15]1)[C:6]1[CH:7]=[CH:8][C:9]([Cl:12])=[CH:10][CH:11]=1. The catalyst class is: 4.